Dataset: Forward reaction prediction with 1.9M reactions from USPTO patents (1976-2016). Task: Predict the product of the given reaction. (1) Given the reactants Br[CH2:2][C:3]([OH:5])=[O:4].[OH-].[Na+].[CH3:8][C:9](=[N:11][OH:12])[CH3:10], predict the reaction product. The product is: [CH3:8][C:9](=[N:11][O:12][CH2:2][C:3]([OH:5])=[O:4])[CH3:10]. (2) Given the reactants [C:1]([OH:9])(=[O:8])/[C:2](=[C:4](\[CH:6]=[O:7])/[Br:5])/[Br:3].C(=O)(O)O.[NH2:14][NH:15][C:16]([NH2:18])=[NH:17].C(=O)=O, predict the reaction product. The product is: [C:1]([O-:9])(=[O:8])/[C:2](=[C:4](\[CH:6]=[O:7])/[Br:5])/[Br:3].[NH2:14][NH:15][C:16]([NH2:18])=[NH2+:17]. (3) The product is: [Br:15][C:16]1[S:17][C:18]([C:29](=[NH:8])[NH2:30])=[C:19]([C:21]2[CH:26]=[CH:25][C:24]([Cl:27])=[CH:23][C:22]=2[Cl:28])[N:20]=1. Given the reactants C([Li])CCC.C[Si](C)(C)[NH:8][Si](C)(C)C.[Br:15][C:16]1[S:17][C:18]([C:29]#[N:30])=[C:19]([C:21]2[CH:26]=[CH:25][C:24]([Cl:27])=[CH:23][C:22]=2[Cl:28])[N:20]=1.Cl, predict the reaction product. (4) Given the reactants [CH3:1][O:2][CH2:3][CH2:4][NH:5][C:6]1[CH:7]=[CH:8][C:9]2[N:13]([CH3:14])[C:12](=[O:15])[N:11]([CH2:16][C@H:17]3[CH2:22][CH2:21][C@H:20]([C:23](O)=[O:24])[CH2:19][CH2:18]3)[C:10]=2[CH:26]=1.CN(C(ON1N=NC2C=CC=NC1=2)=[N+](C)C)C.F[P-](F)(F)(F)(F)F.[C:51]([N:54]1[CH2:59][CH2:58][NH:57][CH2:56][CH2:55]1)(=[O:53])[CH3:52], predict the reaction product. The product is: [C:51]([N:54]1[CH2:59][CH2:58][N:57]([C:23]([C@H:20]2[CH2:21][CH2:22][C@H:17]([CH2:16][N:11]3[C:10]4[CH:26]=[C:6]([NH:5][CH2:4][CH2:3][O:2][CH3:1])[CH:7]=[CH:8][C:9]=4[N:13]([CH3:14])[C:12]3=[O:15])[CH2:18][CH2:19]2)=[O:24])[CH2:56][CH2:55]1)(=[O:53])[CH3:52]. (5) Given the reactants Cl[C:2]1[CH:7]=[C:6]([N:8]2[CH2:13][CH2:12][O:11][CH2:10][CH2:9]2)[N:5]2[N:14]=[C:15]([C:17]3[CH:22]=[CH:21][C:20]([CH3:23])=[CH:19][CH:18]=3)[CH:16]=[C:4]2[N:3]=1.C(=O)([O-])[O-].[K+].[K+].O.[NH2:31][NH2:32].[CH2:33](O)[CH3:34], predict the reaction product. The product is: [CH3:4][C:16]1[CH:15]=[C:17]([CH:18]=[CH:33][CH:34]=1)[CH:22]=[N:31][NH:32][C:2]1[CH:7]=[C:6]([N:8]2[CH2:13][CH2:12][O:11][CH2:10][CH2:9]2)[N:5]2[N:14]=[C:15]([C:17]3[CH:22]=[CH:21][C:20]([CH3:23])=[CH:19][CH:18]=3)[CH:16]=[C:4]2[N:3]=1. (6) Given the reactants [CH3:1][O:2][C:3]([C:5]1[S:6][C:7]([C:15]2[CH:20]=[CH:19][CH:18]=[CH:17][CH:16]=2)=[CH:8][C:9]=1[NH:10][CH:11]([CH3:14])[CH2:12]O)=[O:4].C(OC([N+](C(OCC)=O)=[N-])=O)C.C1(P([N:47]=[N+:48]=[N-:49])(C2C=CC=CC=2)=O)C=CC=CC=1.P, predict the reaction product. The product is: [CH3:1][O:2][C:3]([C:5]1[S:6][C:7]([C:15]2[CH:20]=[CH:19][CH:18]=[CH:17][CH:16]=2)=[CH:8][C:9]=1[NH:10][CH:11]([CH3:14])[CH2:12][N:47]=[N+:48]=[N-:49])=[O:4]. (7) Given the reactants [C:1]([C:5]1([CH2:16][O:17][CH3:18])[CH2:10][O:9][C:8]2([CH2:15][CH2:14][CH2:13][CH2:12][CH2:11]2)[O:7][CH2:6]1)([CH3:4])([CH3:3])[CH3:2].[CH2:19](OCC)C.C[Mg]I, predict the reaction product. The product is: [CH3:18][O:17][CH2:16][C:5]([CH:6]([O:7][CH:8]1[CH2:15][CH2:14][CH2:13][CH2:12][CH2:11]1)[CH3:19])([C:1]([CH3:2])([CH3:3])[CH3:4])[CH2:10][OH:9]. (8) Given the reactants [F:1][C:2]1([F:53])[CH2:7][CH2:6][CH:5]([C:8]2[C:17]3[C@@H:16]([OH:18])[CH2:15][C:14]([CH3:20])([CH3:19])[CH2:13][C:12]=3[N:11]=[C:10]([CH:21]3[CH2:26][CH2:25][N:24]([C:27]4[N:32]=[CH:31][C:30]([O:33][CH2:34][C:35]([CH2:39][OH:40])([CH3:38])[CH2:36][OH:37])=[CH:29][N:28]=4)[CH2:23][CH2:22]3)[C:9]=2[C@@H:41]([F:52])[C:42]2[CH:47]=[CH:46][C:45]([C:48]([F:51])([F:50])[F:49])=[CH:44][CH:43]=2)[CH2:4][CH2:3]1.[BrH:54], predict the reaction product. The product is: [BrH:54].[BrH:54].[F:53][C:2]1([F:1])[CH2:3][CH2:4][CH:5]([C:8]2[C:17]3[C@@H:16]([OH:18])[CH2:15][C:14]([CH3:19])([CH3:20])[CH2:13][C:12]=3[N:11]=[C:10]([CH:21]3[CH2:26][CH2:25][N:24]([C:27]4[N:32]=[CH:31][C:30]([O:33][CH2:34][C:35]([CH2:39][OH:40])([CH3:38])[CH2:36][OH:37])=[CH:29][N:28]=4)[CH2:23][CH2:22]3)[C:9]=2[C@@H:41]([F:52])[C:42]2[CH:47]=[CH:46][C:45]([C:48]([F:49])([F:51])[F:50])=[CH:44][CH:43]=2)[CH2:6][CH2:7]1. (9) Given the reactants [Br:1][CH2:2][C:3]1[C:11]2[C:10](=[O:12])[C:9]([C:13](=[O:17])[CH:14]([CH3:16])[CH3:15])=[CH:8][N:7]([CH2:18][C:19]3[C:24]([F:25])=[CH:23][CH:22]=[CH:21][C:20]=3[F:26])[C:6]=2[S:5][C:4]=1[C:27]1[CH:32]=[CH:31][CH:30]=[CH:29][CH:28]=1.[N+:33]([O-])([O-:35])=[O:34].[Na+].O, predict the reaction product. The product is: [Br:1][CH2:2][C:3]1[C:11]2[C:10](=[O:12])[C:9]([C:13](=[O:17])[CH:14]([CH3:16])[CH3:15])=[CH:8][N:7]([CH2:18][C:19]3[C:20]([F:26])=[CH:21][CH:22]=[CH:23][C:24]=3[F:25])[C:6]=2[S:5][C:4]=1[C:27]1[CH:32]=[CH:31][C:30]([N+:33]([O-:35])=[O:34])=[CH:29][CH:28]=1.